From a dataset of Experimentally validated miRNA-target interactions with 360,000+ pairs, plus equal number of negative samples. Binary Classification. Given a miRNA mature sequence and a target amino acid sequence, predict their likelihood of interaction. (1) The miRNA is hsa-miR-3689c with sequence CUGGGAGGUGUGAUAUUGUGGU. The protein sequence of the target gene is MAKSAEVKLAIFGRAGVGKSAIVVRFLTKRFIWEYDPTLESTYRHQATIDDEVVSMEILDTAGQEDTIQREGHMRWGEGFVLVYDITDRGSFEEVLPLKNILDEVKKPKNVTLILVGNKADLDHSRQVSTEEGEKLATELACAFYECSACTGEGNITEVFYELCREVRRRRMVQGKTRRRSSTTHVKQAINKMLTKISS. Result: 0 (no interaction). (2) The miRNA is mmu-miR-7231-3p with sequence CUUGCUUCUUUGUUUCCCCAGAA. The protein sequence of the target gene is MKRERGALSRASRALRLSPFVYLLLIQPVPLEGVNITSPVRLIHGTVGKSALLSVQYSSTSSDKPVVKWQLKRDKPVTVVQSIGTEVIGTLRPDYRDRIRLFENGSLLLSDLQLADEGTYEVEISITDDTFTGEKTINLTVDVPISRPQVLVASTTVLELSEAFTLNCSHENGTKPSYTWLKDGKPLLNDSRMLLSPDQKVLTITRVLMEDDDLYSCVVENPISQVRSLPVKITVYRRSSLYIILSTGGIFLLVTLVTVCACWKPSKKSRKKRKLEKQNSLEYMDQNDDRLKSEADTLPR.... Result: 0 (no interaction). (3) The protein sequence of the target gene is MENHLGENHRRCTLQKRNVTRELKKGKHTMYALKRVKKIYIRVHEITQIDNQTYQCLEREQNFCENLARMCERTYTEEKPYRCDMCEKTFIQSSDLISHQRIHNYEKPYKCSKCEKSFWHHLALSGHQRTHAGKKFYTCDICGKNFGQSSDLLVHQRSHTGEKPYLCNECDKCFSRSTNLIRHRRTHTGEKPFKCLECEKAFSGKSDLISHQRTHTGERPYKCNKCEKSYRHRSAFIVHKRVHTGEKPYKCGACEKCFGQKSDLIVHQRVHTGEKPYKCLECMRSFTRSANLIRHQATHT.... The miRNA is hsa-miR-4322 with sequence CUGUGGGCUCAGCGCGUGGGG. Result: 0 (no interaction). (4) The miRNA is mmu-miR-451a with sequence AAACCGUUACCAUUACUGAGUU. The protein sequence of the target gene is MQKIMHISVLLSPVLWGLIFGVSSNSIQIGGLFPRGADQEYSAFRVGMVQFSTSEFRLTPHIDNLEVANSFAVTNAFCSQFSRGVYAIFGFYDKKSVNTITSFCGTLHVSFITPSFPTDGTHPFVIQMRPDLKGALLSLIEYYQWDKFAYLYDSDRGLSTLQAVLDSAAEKKWQVTAINVGNINNDKKDETYRSLFQDLELKKERRVILDCERDKVNDIVDQVITIGKHVKGYHYIIANLGFTDGDLLKIQFGGANVSGFQIVDYDDSLVSKFIERWSTLEEKEYPGAHTATIKYTSALT.... Result: 0 (no interaction). (5) Result: 1 (interaction). The protein sequence of the target gene is MRQTLPCIYFWGGLLPFGMLCASSTTKCTVSHEVADCSHLKLTQVPDDLPTNITVLNLTHNQLRRLPAANFTRYSQLTSLDVGFNTISKLEPELCQKLPMLKVLNLQHNELSQLSDKTFAFCTNLTELHLMSNSIQKIKNNPFVKQKNLITLDLSHNGLSSTKLGTQVQLENLQELLLSNNKIQALKSEELDIFANSSLKKLELSSNQIKEFSPGCFHAIGRLFGLFLNNVQLGPSLTEKLCLELANTSIRNLSLSNSQLSTTSNTTFLGLKWTNLTMLDLSYNNLNVVGNDSFAWLPQL.... The miRNA is hsa-miR-548e-5p with sequence CAAAAGCAAUCGCGGUUUUUGC. (6) The miRNA is hsa-miR-181b-5p with sequence AACAUUCAUUGCUGUCGGUGGGU. The protein sequence of the target gene is MGCTLSAEERAALERSKAIEKNLKEDGISAAKDVKLLLLGAGESGKSTIVKQMKIIHEDGFSGEDVKQYKPVVYSNTIQSLAAIVRAMDTLGVEYGDKERKTDSKMVCDVVSRMEDTEPFSAELLSAMMRLWGDSGIQECFNRSREYQLNDSAKYYLDSLDRIGAGDYQPTEQDILRTRVKTTGIVETHFTFKNLHFRLFDVGGQRSERKKWIHCFEDVTAIIFCVALSGYDQVLHEDETTNRMHESLMLFDSICNNKFFIDTSIILFLNKKDLFGEKIKKSPLTICFPEYPGSNTYEDA.... Result: 0 (no interaction). (7) The miRNA is mmu-miR-362-3p with sequence AACACACCUGUUCAAGGAUUCA. The protein sequence of the target gene is MPCRREEEEEAGDEAEGEEDDDSFLLLQQSVTLGGSTDVDRLIVQIGETLQLDTAHDRPASPCAAPGPPPAPPRVLAALSADKTGTPARRLLRPTGSAETGDPAPPGAVRCVLGERGRVRGRSAPYCVAEIAPGASALPGPGRRGWLPGSVASHRIQQRRWTAGGARAADDDPHRLLQQLVLSGNLIKEAVRRLQRAVAAVAATSPASAPGSGGGRSGPDSVTLQPSGAWL. Result: 1 (interaction). (8) The miRNA is hsa-miR-6508-3p with sequence UGGGCCAUGCAUUUCUAGAACU. The protein sequence of the target gene is MEGTHCTLQLHNPIAELCYISFYLPKGEVRGFSYKGTVTLDRSNNAFHNCYQVREGPDITSLSQQPNEHPGDIFFKQTPTKNILTELYKLTAEKERLLDSLLRSDNILGVSMGSQEGKLQELSVILATGDEYFQSAGNWRRELPVSSLIRRSTQENKKPRRSGRRRESPEELRQKRTRRKGRGCQESAFQMGKDQVCSSSSLSFRARPNLRLLEERGNLVPRGTLTSSLRRRESCPANILRTPDADLAFGNSGRTSEDTDLEGPLSPDSSPTEVGDADVGGQLKSSHQQEPPQPNVSESH.... Result: 0 (no interaction).